The task is: Predict the product of the given reaction.. This data is from Forward reaction prediction with 1.9M reactions from USPTO patents (1976-2016). (1) Given the reactants [CH3:1][O:2][C:3]1[C:8]2[O:9][C:10]3[C:11]4[C:16]([CH:17]=[CH:18][CH:19]=3)=[CH:15][N:14]=[CH:13][C:12]=4[C:7]=2[CH:6]=[CH:5][C:4]=1[O:20][CH3:21].Cl, predict the reaction product. The product is: [CH3:1][O:2][C:3]1[C:8]2[O:9][C:10]3[C:11]4[CH:12]([CH2:13][NH:14][CH2:15][C:16]=4[CH:17]=[CH:18][CH:19]=3)[C:7]=2[CH:6]=[CH:5][C:4]=1[O:20][CH3:21]. (2) Given the reactants [F:1][C:2]1[C:3]([NH:14][C:15]([NH:17][C:18]2[CH:23]=[C:22]([C:24]([F:27])([F:26])[F:25])[CH:21]=[CH:20][C:19]=2[O:28][CH3:29])=[O:16])=[C:4](/[CH:8]=[CH:9]/[C:10]([O:12][CH3:13])=[O:11])[CH:5]=[CH:6][CH:7]=1, predict the reaction product. The product is: [F:1][C:2]1[CH:7]=[CH:6][CH:5]=[C:4]2[C:3]=1[NH:14][C:15](=[O:16])[N:17]([C:18]1[CH:23]=[C:22]([C:24]([F:27])([F:26])[F:25])[CH:21]=[CH:20][C:19]=1[O:28][CH3:29])[CH:8]2[CH2:9][C:10]([O:12][CH3:13])=[O:11]. (3) The product is: [ClH:19].[NH2:8][CH2:7][C:6]1[N:5]([CH3:16])[N:4]=[C:3]2[C:2]=1[C:22]1[CH:23]=[CH:24][CH:25]=[CH:26][C:21]=1[N:20]=[C:17]2[NH2:18]. Given the reactants Br[C:2]1[C:3]([C:17]#[N:18])=[N:4][N:5]([CH3:16])[C:6]=1[CH2:7][NH:8]C(=O)OC(C)(C)C.[ClH:19].[NH2:20][C:21]1[CH:26]=[CH:25][CH:24]=[CH:23][C:22]=1B(O)O.COC(C)(C)C, predict the reaction product. (4) The product is: [CH2:1]([O:8][C:9](=[O:26])[C:10]([O:12][C:13]1[CH:18]=[CH:17][CH:16]=[C:15]([CH:19]2[CH2:24][CH2:23][CH2:22][N:21]([C:37](=[O:38])[CH2:36][C:33]3[CH:34]=[CH:35][C:30]([CH:27]([CH3:28])[CH3:29])=[CH:31][CH:32]=3)[CH2:20]2)[CH:14]=1)([CH3:11])[CH3:25])[C:2]1[CH:7]=[CH:6][CH:5]=[CH:4][CH:3]=1. Given the reactants [CH2:1]([O:8][C:9](=[O:26])[C:10]([CH3:25])([O:12][C:13]1[CH:18]=[CH:17][CH:16]=[C:15]([CH:19]2[CH2:24][CH2:23][CH2:22][NH:21][CH2:20]2)[CH:14]=1)[CH3:11])[C:2]1[CH:7]=[CH:6][CH:5]=[CH:4][CH:3]=1.[CH:27]([C:30]1[CH:35]=[CH:34][C:33]([CH2:36][C:37](O)=[O:38])=[CH:32][CH:31]=1)([CH3:29])[CH3:28].Cl.CN(C)CCCN=C=NCC, predict the reaction product. (5) Given the reactants [Cl:1][C:2]1[CH:7]=[CH:6][C:5]([CH:8]([CH:13]2[CH2:17][CH2:16][CH2:15][CH2:14]2)[C:9]([O:11]C)=[O:10])=[CH:4][CH:3]=1.[OH-].[Na+].Cl, predict the reaction product. The product is: [Cl:1][C:2]1[CH:3]=[CH:4][C:5]([CH:8]([CH:13]2[CH2:17][CH2:16][CH2:15][CH2:14]2)[C:9]([OH:11])=[O:10])=[CH:6][CH:7]=1. (6) Given the reactants C1(C)C=CC=CC=1P(C1C=CC=CC=1C)C1C=CC=CC=1C.[C:23]([O:27][CH2:28][CH3:29])(=[O:26])[CH:24]=[CH2:25].Br[C:31]1[CH:40]=[CH:39][CH:38]=[C:37]2[C:32]=1[CH2:33][C@H:34]([CH2:53][O:54][Si:55]([C:58]([CH3:61])([CH3:60])[CH3:59])([CH3:57])[CH3:56])[N:35]([C:42](=[O:52])[CH2:43][C:44]1[C:49]([Cl:50])=[CH:48][CH:47]=[CH:46][C:45]=1[Cl:51])[C@H:36]2[CH3:41].C(N(CC)CC)C, predict the reaction product. The product is: [Si:55]([O:54][CH2:53][C@H:34]1[CH2:33][C:32]2[C:37](=[CH:38][CH:39]=[CH:40][C:31]=2/[CH:25]=[CH:24]/[C:23]([O:27][CH2:28][CH3:29])=[O:26])[C@H:36]([CH3:41])[N:35]1[C:42](=[O:52])[CH2:43][C:44]1[C:49]([Cl:50])=[CH:48][CH:47]=[CH:46][C:45]=1[Cl:51])([C:58]([CH3:61])([CH3:59])[CH3:60])([CH3:57])[CH3:56]. (7) Given the reactants [NH2:1][N:2]1[C:6]([C:7]([O:9]C)=[O:8])=[CH:5][N:4]=[C:3]1[C:11]1[CH:16]=[CH:15][C:14]([F:17])=[CH:13][CH:12]=1.O1CCCC1.[OH-].[Li+].Cl, predict the reaction product. The product is: [NH2:1][N:2]1[C:6]([C:7]([OH:9])=[O:8])=[CH:5][N:4]=[C:3]1[C:11]1[CH:16]=[CH:15][C:14]([F:17])=[CH:13][CH:12]=1.